Dataset: HIV replication inhibition screening data with 41,000+ compounds from the AIDS Antiviral Screen. Task: Binary Classification. Given a drug SMILES string, predict its activity (active/inactive) in a high-throughput screening assay against a specified biological target. The compound is CCOC(=O)C(=Cc1cccs1)P(=O)(OCC)OCC. The result is 0 (inactive).